Dataset: NCI-60 drug combinations with 297,098 pairs across 59 cell lines. Task: Regression. Given two drug SMILES strings and cell line genomic features, predict the synergy score measuring deviation from expected non-interaction effect. (1) Drug 1: C1=CC(=CC=C1CCCC(=O)O)N(CCCl)CCCl. Drug 2: C1=NC2=C(N1)C(=S)N=CN2. Cell line: HCT116. Synergy scores: CSS=56.2, Synergy_ZIP=-5.86, Synergy_Bliss=-10.4, Synergy_Loewe=-12.0, Synergy_HSA=-6.57. (2) Drug 1: COC1=NC(=NC2=C1N=CN2C3C(C(C(O3)CO)O)O)N. Drug 2: CC1=C2C(C(=O)C3(C(CC4C(C3C(C(C2(C)C)(CC1OC(=O)C(C(C5=CC=CC=C5)NC(=O)C6=CC=CC=C6)O)O)OC(=O)C7=CC=CC=C7)(CO4)OC(=O)C)O)C)OC(=O)C. Cell line: SK-MEL-28. Synergy scores: CSS=3.65, Synergy_ZIP=-0.847, Synergy_Bliss=-0.0278, Synergy_Loewe=-31.7, Synergy_HSA=-10.1. (3) Drug 1: C1CC(C1)(C(=O)O)C(=O)O.[NH2-].[NH2-].[Pt+2]. Drug 2: CN1C(=O)N2C=NC(=C2N=N1)C(=O)N. Cell line: OVCAR3. Synergy scores: CSS=14.5, Synergy_ZIP=-2.88, Synergy_Bliss=-0.497, Synergy_Loewe=-16.1, Synergy_HSA=-5.40. (4) Drug 1: CS(=O)(=O)C1=CC(=C(C=C1)C(=O)NC2=CC(=C(C=C2)Cl)C3=CC=CC=N3)Cl. Drug 2: CNC(=O)C1=NC=CC(=C1)OC2=CC=C(C=C2)NC(=O)NC3=CC(=C(C=C3)Cl)C(F)(F)F. Cell line: UACC62. Synergy scores: CSS=17.4, Synergy_ZIP=-9.55, Synergy_Bliss=-11.6, Synergy_Loewe=-31.3, Synergy_HSA=-11.8. (5) Drug 1: CC1=C(C=C(C=C1)NC2=NC=CC(=N2)N(C)C3=CC4=NN(C(=C4C=C3)C)C)S(=O)(=O)N.Cl. Drug 2: CC1C(C(CC(O1)OC2CC(CC3=C2C(=C4C(=C3O)C(=O)C5=C(C4=O)C(=CC=C5)OC)O)(C(=O)C)O)N)O.Cl. Cell line: MCF7. Synergy scores: CSS=30.6, Synergy_ZIP=2.57, Synergy_Bliss=7.69, Synergy_Loewe=-28.6, Synergy_HSA=5.23.